From a dataset of Reaction yield outcomes from USPTO patents with 853,638 reactions. Predict the reaction yield, written as a fraction of the theoretical maximum amount of product (1.0 means a 100% yield; for example, 0.34 means a 34% yield). (1) The reactants are Br[C:2]1[CH:3]=[N:4][C:5]2[CH2:6][CH2:7][N:8]3[C:18]4[CH:17]=[CH:16][CH:15]=[C:14]([F:19])[C:13]=4[CH:12]=[C:9]3[C:10]=2[CH:11]=1.[F:20][C:21]1[CH:26]=[CH:25][C:24]([C:27]2[O:28][C:29]3[CH:39]=[C:38]([N:40]([CH3:45])[S:41]([CH3:44])(=[O:43])=[O:42])[C:37](B4OC(C)(C)C(C)(C)O4)=[CH:36][C:30]=3[C:31]=2[C:32]([NH:34][CH3:35])=[O:33])=[CH:23][CH:22]=1.C(=O)([O-])[O-].[K+].[K+]. The catalyst is O1CCOCC1.O. The product is [F:19][C:14]1[C:13]2[CH:12]=[C:9]3[N:8]([C:18]=2[CH:17]=[CH:16][CH:15]=1)[CH2:7][CH2:6][C:5]1[N:4]=[CH:3][C:2]([C:37]2[C:38]([N:40]([CH3:45])[S:41]([CH3:44])(=[O:43])=[O:42])=[CH:39][C:29]4[O:28][C:27]([C:24]5[CH:25]=[CH:26][C:21]([F:20])=[CH:22][CH:23]=5)=[C:31]([C:32]([NH:34][CH3:35])=[O:33])[C:30]=4[CH:36]=2)=[CH:11][C:10]3=1. The yield is 0.417. (2) The reactants are Cl[C:2]1[N:3]=[N+:4]([O-:15])[C:5]2[CH:14]=[C:13]3[C:9]([CH2:10][CH2:11][CH2:12]3)=[CH:8][C:6]=2[N:7]=1.CCN(CC)CC.[CH3:23][O:24][CH2:25][CH2:26][CH2:27][N:28]([CH3:32])[CH2:29][CH2:30][NH2:31]. The catalyst is COCCOC. The product is [CH3:23][O:24][CH2:25][CH2:26][CH2:27][N:28]([CH3:32])[CH2:29][CH2:30][NH:31][C:2]1[N:3]=[N+:4]([O-:15])[C:5]2[CH:14]=[C:13]3[C:9]([CH2:10][CH2:11][CH2:12]3)=[CH:8][C:6]=2[N:7]=1. The yield is 0.740. (3) The reactants are [C:1]([O:8][CH3:9])(=[O:7])/[CH:2]=[CH:3]/[C:4]([OH:6])=[O:5].Cl[CH2:11][CH2:12][O:13][C:14]([O:16][CH:17]([CH3:19])[CH3:18])=[O:15]. The catalyst is CN1C(=O)CCC1. The product is [C:1]([O:8][CH3:9])(=[O:7])/[CH:2]=[CH:3]/[C:4]([O:6][CH2:11][CH2:12][O:13][C:14]([O:16][CH:17]([CH3:19])[CH3:18])=[O:15])=[O:5]. The yield is 0.910. (4) The reactants are [ClH:1].[F:2][C:3]1[CH:4]=[C:5](C(C(NC2C=CC(F)=CC=2)=O)C(N)=O)[CH:6]=[CH:7][C:8]=1[O:9][C:10]1[C:15]2=[C:16]([CH3:28])[C:17]([O:19][CH2:20][CH2:21][N:22]3[CH2:27][CH2:26][O:25][CH2:24][CH2:23]3)=[CH:18][N:14]2[N:13]=[CH:12][N:11]=1.FC1C=C([NH:63][C:64]([NH:66][C:67](=[O:76])[CH2:68][C:69]2[CH:74]=[CH:73][C:72]([F:75])=[CH:71][CH:70]=2)=[S:65])C=CC=1OC1C2=C(C)C(OC)=CN2N=CN=1. The catalyst is C1COCC1. The product is [ClH:1].[F:2][C:3]1[CH:4]=[C:5]([NH:63][C:64]([NH:66][C:67](=[O:76])[CH2:68][C:69]2[CH:74]=[CH:73][C:72]([F:75])=[CH:71][CH:70]=2)=[S:65])[CH:6]=[CH:7][C:8]=1[O:9][C:10]1[C:15]2=[C:16]([CH3:28])[C:17]([O:19][CH2:20][CH2:21][N:22]3[CH2:27][CH2:26][O:25][CH2:24][CH2:23]3)=[CH:18][N:14]2[N:13]=[CH:12][N:11]=1. The yield is 0.300. (5) The reactants are [C:1]([C:3]1[CH:20]=[CH:19][C:6]([NH:7][C:8]2[C:9]([C:16]([NH2:18])=[O:17])=[CH:10][N:11]([CH3:15])[C:12](=[O:14])[CH:13]=2)=[C:5]([F:21])[CH:4]=1)#[CH:2]. The catalyst is CO.C1COCC1.[Pd]. The product is [CH2:1]([C:3]1[CH:20]=[CH:19][C:6]([NH:7][C:8]2[C:9]([C:16]([NH2:18])=[O:17])=[CH:10][N:11]([CH3:15])[C:12](=[O:14])[CH:13]=2)=[C:5]([F:21])[CH:4]=1)[CH3:2]. The yield is 0.820. (6) The reactants are [Cl:1][C:2]1[CH:7]=[CH:6][C:5]([C:8]2[CH:9]=[C:10]([C:23]([O:25]CC)=[O:24])[S:11][C:12]=2[C:13]2[CH:18]=[CH:17][C:16]([Cl:19])=[CH:15][C:14]=2[CH:20]([CH3:22])[CH3:21])=[C:4]([CH:28]([CH3:30])[CH3:29])[CH:3]=1.[Li+].[OH-]. The catalyst is C1COCC1.CO.O. The product is [Cl:1][C:2]1[CH:7]=[CH:6][C:5]([C:8]2[CH:9]=[C:10]([C:23]([OH:25])=[O:24])[S:11][C:12]=2[C:13]2[CH:18]=[CH:17][C:16]([Cl:19])=[CH:15][C:14]=2[CH:20]([CH3:22])[CH3:21])=[C:4]([CH:28]([CH3:30])[CH3:29])[CH:3]=1. The yield is 0.910. (7) The reactants are C[Si]([N-][Si](C)(C)C)(C)C.[Na+].[Cl:11][C:12]1[N:17]=[C:16]([Cl:18])[CH:15]=[C:14](Cl)[N:13]=1.[NH2:20][C:21]1[CH:26]=[CH:25][CH:24]=[CH:23][N:22]=1. The catalyst is C1COCC1. The product is [Cl:11][C:12]1[N:13]=[C:14]([NH:20][C:21]2[CH:26]=[CH:25][CH:24]=[CH:23][N:22]=2)[CH:15]=[C:16]([Cl:18])[N:17]=1. The yield is 0.145.